From a dataset of Catalyst prediction with 721,799 reactions and 888 catalyst types from USPTO. Predict which catalyst facilitates the given reaction. (1) Reactant: [CH3:1][O:2][C:3]1[CH:8]=[C:7]([O:9][CH3:10])[CH:6]=[CH:5][C:4]=1[C:11]1[S:12][CH2:13][C@@H:14]([C:16]([OH:18])=[O:17])[N:15]=1.[CH:19](O)([CH3:21])[CH3:20].C1CCC(N=C=NC2CCCCC2)CC1. Product: [CH:19]([O:17][C:16]([C@@H:14]1[CH2:13][S:12][C:11]([C:4]2[CH:5]=[CH:6][C:7]([O:9][CH3:10])=[CH:8][C:3]=2[O:2][CH3:1])=[N:15]1)=[O:18])([CH3:21])[CH3:20]. The catalyst class is: 367. (2) Reactant: [CH3:1][C:2](OCC1C2C(=CC=CC=2)C(COC(C)=O)=C2C=1C=CC=C2)=[O:3].[Cl:25][C:26]1[N:30]2[N:31]=[C:32]([NH2:35])[CH:33]=[CH:34][C:29]2=[N:28][N:27]=1.C(OC(=O)C)(=O)C. Product: [Cl:25][C:26]1[N:30]2[N:31]=[C:32]([NH:35][C:2](=[O:3])[CH3:1])[CH:33]=[CH:34][C:29]2=[N:28][N:27]=1. The catalyst class is: 17. (3) Reactant: Cl.[NH2:2][CH2:3][C:4]([C:6]1[CH:11]=[CH:10][CH:9]=[C:8]([N+:12]([O-:14])=[O:13])[CH:7]=1)=[O:5].[Si:15]([O:32][CH2:33][C:34]([CH3:39])([CH3:38])[C:35](O)=[O:36])([C:28]([CH3:31])([CH3:30])[CH3:29])([C:22]1[CH:27]=[CH:26][CH:25]=[CH:24][CH:23]=1)[C:16]1[CH:21]=[CH:20][CH:19]=[CH:18][CH:17]=1.CN(C(ON1N=NC2C=CC=NC1=2)=[N+](C)C)C.F[P-](F)(F)(F)(F)F.CCN(C(C)C)C(C)C. Product: [Si:15]([O:32][CH2:33][C:34]([CH3:39])([CH3:38])[C:35]([NH:2][CH2:3][C:4]([C:6]1[CH:11]=[CH:10][CH:9]=[C:8]([N+:12]([O-:14])=[O:13])[CH:7]=1)=[O:5])=[O:36])([C:28]([CH3:30])([CH3:31])[CH3:29])([C:22]1[CH:23]=[CH:24][CH:25]=[CH:26][CH:27]=1)[C:16]1[CH:17]=[CH:18][CH:19]=[CH:20][CH:21]=1. The catalyst class is: 39. (4) Reactant: C(=O)([O-])[O-].[Cs+].[Cs+].[CH2:7](Br)[C:8]1[CH:13]=[CH:12][CH:11]=[CH:10][CH:9]=1.[C:15]([O:19][C:20]([NH:22][C@@:23]1([C:34]([OH:36])=[O:35])[CH2:30][C:27]2([CH2:29][CH2:28]2)[C@@H:26]2[C@H:24]1[C@H:25]2[C:31]([OH:33])=[O:32])=[O:21])([CH3:18])([CH3:17])[CH3:16]. Product: [C:15]([O:19][C:20]([NH:22][C@@:23]1([C:34]([O:36][CH2:7][C:8]2[CH:13]=[CH:12][CH:11]=[CH:10][CH:9]=2)=[O:35])[CH2:30][C:27]2([CH2:29][CH2:28]2)[C@@H:26]2[C@H:24]1[C@H:25]2[C:31]([O:33][CH2:7][C:8]1[CH:13]=[CH:12][CH:11]=[CH:10][CH:9]=1)=[O:32])=[O:21])([CH3:18])([CH3:16])[CH3:17]. The catalyst class is: 9. (5) Reactant: I[C:2]1[CH:33]=[CH:32][C:5]([C:6]([N:8]2[C:14]3[CH:15]=[CH:16][CH:17]=[CH:18][C:13]=3[CH2:12][N:11]3[C:19]([C:22]([NH:24][CH2:25][C:26]4[CH:27]=[N:28][CH:29]=[CH:30][CH:31]=4)=[O:23])=[CH:20][CH:21]=[C:10]3[CH2:9]2)=[O:7])=[CH:4][C:3]=1[CH3:34].[CH3:35][O:36][C:37]1[CH:42]=[CH:41][CH:40]=[CH:39][C:38]=1B(O)O.C(=O)([O-])[O-].[Na+].[Na+]. Product: [CH3:35][O:36][C:37]1[CH:42]=[CH:41][CH:40]=[CH:39][C:38]=1[C:2]1[CH:33]=[CH:32][C:5]([C:6]([N:8]2[C:14]3[CH:15]=[CH:16][CH:17]=[CH:18][C:13]=3[CH2:12][N:11]3[C:19]([C:22]([NH:24][CH2:25][C:26]4[CH:27]=[N:28][CH:29]=[CH:30][CH:31]=4)=[O:23])=[CH:20][CH:21]=[C:10]3[CH2:9]2)=[O:7])=[CH:4][C:3]=1[CH3:34]. The catalyst class is: 790. (6) Reactant: [C:1]1(CC(O)=O)[CH:6]=[CH:5][CH:4]=[CH:3][CH:2]=1.C([N:13]([CH2:16][CH3:17])CC)C.CN(C(ON1N=NC2C=CC=NC1=2)=[N+](C)C)C.F[P-](F)(F)(F)(F)F.COC1C=CC(P2(=S)SP(=S)(C3C=CC(OC)=CC=3)[S:51]2)=CC=1.Br[CH2:65][C:66](=O)[C:67]([OH:69])=[O:68]. Product: [CH2:17]([C:16]1[S:51][CH:65]=[C:66]([C:67]([OH:69])=[O:68])[N:13]=1)[C:1]1[CH:6]=[CH:5][CH:4]=[CH:3][CH:2]=1. The catalyst class is: 348. (7) Reactant: [NH2:1][C:2]1[N:3]([CH3:8])[O:4][C:5](=[O:7])[CH:6]=1.[CH3:9][C:10]1[CH:17]=[CH:16][C:13]([CH:14]=O)=[CH:12][C:11]=1[Br:18].[O:19]1[CH2:24][C:23](=O)[CH2:22][C:21](=[O:26])[CH2:20]1. Product: [Br:18][C:11]1[CH:12]=[C:13]([CH:14]2[C:22]3[C:21](=[O:26])[CH2:20][O:19][CH2:24][C:23]=3[NH:1][C:2]3[N:3]([CH3:8])[O:4][C:5](=[O:7])[C:6]2=3)[CH:16]=[CH:17][C:10]=1[CH3:9]. The catalyst class is: 8.